This data is from Catalyst prediction with 721,799 reactions and 888 catalyst types from USPTO. The task is: Predict which catalyst facilitates the given reaction. (1) Reactant: [Br:1][C:2]1[C:3]([Cl:13])=[C:4]([OH:12])[C:5]([S:8]([CH3:11])(=[O:10])=[O:9])=[CH:6][CH:7]=1.[C:14]1([CH3:20])[CH:19]=[CH:18][CH:17]=[CH:16][CH:15]=1.C(N(CC)CC)C.Br[CH2:29][CH2:30][CH:31]1[O:35][CH2:34][CH2:33][O:32]1. Product: [C:14]1([CH3:20])[CH:19]=[CH:18][CH:17]=[CH:16][CH:15]=1.[Br:1][C:2]1[C:3]([Cl:13])=[C:4]([C:5]([S:8]([CH3:11])(=[O:10])=[O:9])=[CH:6][CH:7]=1)[O:12][CH2:29][CH2:30][CH:31]1[O:35][CH2:34][CH2:33][O:32]1. The catalyst class is: 6. (2) Reactant: [CH3:1][C:2]1[CH:7]=[C:6]([O:8][CH2:9][CH2:10][CH:11]([C:16]2[S:17][C:18]3[CH:25]=[C:24]([C:26]([F:29])([F:28])[F:27])[CH:23]=[CH:22][C:19]=3[C:20]=2[CH3:21])[CH2:12][CH2:13][O:14][CH3:15])[CH:5]=[CH:4][C:3]=1[O:30][CH2:31][C:32]([O:34]CC)=[O:33].[OH-].[Na+]. Product: [CH3:1][C:2]1[CH:7]=[C:6]([O:8][CH2:9][CH2:10][CH:11]([C:16]2[S:17][C:18]3[CH:25]=[C:24]([C:26]([F:27])([F:28])[F:29])[CH:23]=[CH:22][C:19]=3[C:20]=2[CH3:21])[CH2:12][CH2:13][O:14][CH3:15])[CH:5]=[CH:4][C:3]=1[O:30][CH2:31][C:32]([OH:34])=[O:33]. The catalyst class is: 92. (3) Reactant: Br[CH2:2][C:3]([O:5]C)=[O:4].[CH:7]1([C:13]2[NH:14][CH:15]=[C:16]([C:18]3[CH:23]=[CH:22][C:21]([F:24])=[C:20]([CH3:25])[CH:19]=3)[N:17]=2)[CH2:12][CH2:11][CH2:10][CH2:9][CH2:8]1.C(=O)([O-])[O-].[K+].[K+]. Product: [CH:7]1([C:13]2[N:14]([CH2:2][C:3]([OH:5])=[O:4])[CH:15]=[C:16]([C:18]3[CH:23]=[CH:22][C:21]([F:24])=[C:20]([CH3:25])[CH:19]=3)[N:17]=2)[CH2:8][CH2:9][CH2:10][CH2:11][CH2:12]1. The catalyst class is: 3. (4) Reactant: Cl[C:2]1[C:11]([CH3:12])=[C:10]([Cl:13])[C:9]2[C:4](=[CH:5][C:6]([F:15])=[CH:7][C:8]=2[F:14])[N:3]=1.[CH:16]1[C:25]2[C:20](=[CH:21][CH:22]=[CH:23][CH:24]=2)[CH:19]=[CH:18][C:17]=1B(O)O.C(=O)([O-])[O-].[Na+].[Na+].C1(C)C=CC=CC=1. Product: [Cl:13][C:10]1[C:9]2[C:4](=[CH:5][C:6]([F:15])=[CH:7][C:8]=2[F:14])[N:3]=[C:2]([C:24]2[C:25]3[C:20](=[CH:19][CH:18]=[CH:17][CH:16]=3)[CH:21]=[CH:22][CH:23]=2)[C:11]=1[CH3:12]. The catalyst class is: 103. (5) Reactant: [C:1]([Si:5]([CH3:24])([CH3:23])[O:6][C:7]1[CH:16]=[C:15]2[C:10]([C:11]3[CH2:22][CH2:21][CH2:20][CH2:19][CH2:18][C:12]=3[C:13](=[O:17])[O:14]2)=[CH:9][CH:8]=1)([CH3:4])([CH3:3])[CH3:2].CC(C[AlH]CC(C)C)C. Product: [C:1]([Si:5]([CH3:24])([CH3:23])[O:6][C:7]1[CH:16]=[C:15]2[C:10]([C:11]3[CH2:22][CH2:21][CH2:20][CH2:19][CH2:18][C:12]=3[CH:13]([OH:17])[O:14]2)=[CH:9][CH:8]=1)([CH3:4])([CH3:3])[CH3:2]. The catalyst class is: 11. (6) Reactant: [CH3:1][N:2]([CH3:18])[CH2:3][CH2:4][NH:5][S:6]([C:9]1[CH:17]=[CH:16][C:12]([C:13]([OH:15])=[O:14])=[CH:11][CH:10]=1)(=[O:8])=[O:7].Cl.O1CCOC[CH2:21]1. Product: [CH3:1][N:2]([CH3:18])[CH2:3][CH2:4][NH:5][S:6]([C:9]1[CH:17]=[CH:16][C:12]([C:13]([O:15][CH3:21])=[O:14])=[CH:11][CH:10]=1)(=[O:7])=[O:8]. The catalyst class is: 5. (7) Reactant: [I:1][C:2]1[C:6]2=[N:7][CH:8]=[CH:9][C:10]([O:11][CH3:12])=[C:5]2[NH:4][CH:3]=1.[C:13](O[C:13]([O:15][C:16]([CH3:19])([CH3:18])[CH3:17])=[O:14])([O:15][C:16]([CH3:19])([CH3:18])[CH3:17])=[O:14]. Product: [I:1][C:2]1[C:6]2=[N:7][CH:8]=[CH:9][C:10]([O:11][CH3:12])=[C:5]2[N:4]([C:13]([O:15][C:16]([CH3:19])([CH3:18])[CH3:17])=[O:14])[CH:3]=1. The catalyst class is: 79. (8) Reactant: [CH3:1][O:2][C:3](=[O:29])[C:4]1[CH:9]=[C:8]([C:10]2[CH:15]=[C:14]([S:16][C:17]3[CH:22]=[CH:21][CH:20]=[C:19]([OH:23])[CH:18]=3)[N:13]=[C:12]([NH2:24])[N:11]=2)[C:7]([CH3:25])=[CH:6][C:5]=1[O:26][CH2:27][CH3:28].C(=O)([O-])[O-].[Cs+].[Cs+].CN(C)C=O.[C:41]([O:45][C:46](=[O:52])[NH:47][CH2:48][CH2:49][CH2:50]Br)([CH3:44])([CH3:43])[CH3:42]. Product: [CH3:1][O:2][C:3](=[O:29])[C:4]1[CH:9]=[C:8]([C:10]2[CH:15]=[C:14]([S:16][C:17]3[CH:22]=[CH:21][CH:20]=[C:19]([O:23][CH2:50][CH2:49][CH2:48][NH:47][C:46]([O:45][C:41]([CH3:42])([CH3:44])[CH3:43])=[O:52])[CH:18]=3)[N:13]=[C:12]([NH2:24])[N:11]=2)[C:7]([CH3:25])=[CH:6][C:5]=1[O:26][CH2:27][CH3:28]. The catalyst class is: 13. (9) Reactant: [Cl:1][C:2]1[CH:17]=[CH:16][C:5]([O:6][C:7]2[CH:12]=[CH:11][C:10]([CH2:13][CH2:14][NH2:15])=[CH:9][CH:8]=2)=[CH:4][C:3]=1[C:18]([F:21])([F:20])[F:19].CS[C:24]1[NH:25][CH:26]=[C:27]([CH2:31][C:32]2[CH:33]=[N:34][C:35](=[O:38])[NH:36][CH:37]=2)[C:28](=[O:30])[N:29]=1. Product: [Cl:1][C:2]1[CH:17]=[CH:16][C:5]([O:6][C:7]2[CH:12]=[CH:11][C:10]([CH2:13][CH2:14][NH:15][C:24]3[NH:25][CH:26]=[C:27]([CH2:31][C:32]4[CH:33]=[N:34][C:35](=[O:38])[NH:36][CH:37]=4)[C:28](=[O:30])[N:29]=3)=[CH:9][CH:8]=2)=[CH:4][C:3]=1[C:18]([F:19])([F:20])[F:21]. The catalyst class is: 17. (10) Product: [F:1][C:2]1[CH:3]=[CH:4][C:5]([N:8]2[C:12]3[CH:13]=[C:14]4[C@:19]([CH2:21][OH:22])([CH2:20][C:11]=3[CH:10]=[N:9]2)[CH2:18][N:17]([S:25]([C:28]2[CH:29]=[C:30]([F:36])[C:31]([F:35])=[C:32]([F:34])[CH:33]=2)(=[O:27])=[O:26])[CH2:16][CH2:15]4)=[CH:6][CH:7]=1. Reactant: [F:1][C:2]1[CH:7]=[CH:6][C:5]([N:8]2[C:12]3[CH:13]=[C:14]4[C@:19]([C:21](OC)=[O:22])([CH2:20][C:11]=3[CH:10]=[N:9]2)[CH2:18][N:17]([S:25]([C:28]2[CH:33]=[C:32]([F:34])[C:31]([F:35])=[C:30]([F:36])[CH:29]=2)(=[O:27])=[O:26])[CH2:16][CH2:15]4)=[CH:4][CH:3]=1.[H-].C([Al+]CC(C)C)C(C)C.O. The catalyst class is: 4.